This data is from Forward reaction prediction with 1.9M reactions from USPTO patents (1976-2016). The task is: Predict the product of the given reaction. (1) Given the reactants [CH3:1][NH:2][C:3]1[C:12]2[C:7](=[CH:8][CH:9]=[C:10]([CH2:13][NH:14]C(=O)OC(C)(C)C)[CH:11]=2)[N:6]=[C:5]([C:22]2[CH:23]=[N:24][CH:25]=[CH:26][CH:27]=2)[N:4]=1.C(O)(C(F)(F)F)=O, predict the reaction product. The product is: [NH2:14][CH2:13][C:10]1[CH:11]=[C:12]2[C:7](=[CH:8][CH:9]=1)[N:6]=[C:5]([C:22]1[CH:23]=[N:24][CH:25]=[CH:26][CH:27]=1)[N:4]=[C:3]2[NH:2][CH3:1]. (2) Given the reactants B(O)(O)[C:2]1[CH:3]=[CH:4][C:5]([CH3:8])=[CH:6][CH:7]=1.Br[C:12]1[CH:17]=[CH:16][C:15]([C:18]2[O:19][C:20]([CH3:31])=[C:21]([CH2:23][CH2:24][N:25]3[CH2:29][CH2:28][CH2:27][C@H:26]3[CH3:30])[N:22]=2)=[CH:14][CH:13]=1, predict the reaction product. The product is: [CH3:31][C:20]1[O:19][C:18]([C:15]2[CH:16]=[CH:17][C:12]([C:2]3[CH:7]=[CH:6][C:5]([CH3:8])=[CH:4][CH:3]=3)=[CH:13][CH:14]=2)=[N:22][C:21]=1[CH2:23][CH2:24][N:25]1[CH2:29][CH2:28][CH2:27][C@H:26]1[CH3:30].